The task is: Predict the product of the given reaction.. This data is from Forward reaction prediction with 1.9M reactions from USPTO patents (1976-2016). (1) Given the reactants [NH2:1][C:2]1[CH:7]=[CH:6][CH:5]=[C:4]([NH2:8])[N:3]=1.[Cl:9][C:10]1[CH:15]=[C:14](Cl)[N:13]=[CH:12][N:11]=1, predict the reaction product. The product is: [Cl:9][C:10]1[N:11]=[CH:12][N:13]=[C:14]([NH:1][C:2]2[CH:7]=[CH:6][CH:5]=[C:4]([NH2:8])[N:3]=2)[CH:15]=1. (2) Given the reactants [OH:1][C:2]1[CH:7]=[CH:6][C:5]([C:8]2[CH:13]=[CH:12][C:11]([C:14]([O:16][CH2:17][CH3:18])=[O:15])=[CH:10][CH:9]=2)=[CH:4][C:3]=1[C:19]1[CH:28]=[CH:27][C:26]2[C:25]([CH3:30])([CH3:29])[CH2:24][CH2:23][C:22]([CH3:32])([CH3:31])[C:21]=2[CH:20]=1.C1(P(C2C=CC=CC=2)C2C=CC=CC=2)C=CC=CC=1.N(C(OC(C)C)=O)=NC(OC(C)C)=O.[Cl:66][CH2:67][CH2:68][CH2:69][CH2:70]O, predict the reaction product. The product is: [Cl:66][CH2:67][CH2:68][CH2:69][CH2:70][O:1][C:2]1[CH:7]=[CH:6][C:5]([C:8]2[CH:9]=[CH:10][C:11]([C:14]([O:16][CH2:17][CH3:18])=[O:15])=[CH:12][CH:13]=2)=[CH:4][C:3]=1[C:19]1[CH:28]=[CH:27][C:26]2[C:25]([CH3:30])([CH3:29])[CH2:24][CH2:23][C:22]([CH3:31])([CH3:32])[C:21]=2[CH:20]=1. (3) Given the reactants Cl[C:2]1[N:7]2[N:8]=[C:9]([C:23]3[CH:28]=[CH:27][C:26]([O:29][CH3:30])=[CH:25][CH:24]=3)[C:10]([C:11]3[CH:16]=[CH:15][N:14]=[C:13]([NH:17][CH:18]4[CH2:22][CH2:21][CH2:20][CH2:19]4)[N:12]=3)=[C:6]2[CH:5]=[CH:4][CH:3]=1.[NH:31]1[CH2:36][CH2:35][O:34][CH2:33][CH2:32]1, predict the reaction product. The product is: [CH:18]1([NH:17][C:13]2[N:12]=[C:11]([C:10]3[C:9]([C:23]4[CH:28]=[CH:27][C:26]([O:29][CH3:30])=[CH:25][CH:24]=4)=[N:8][N:7]4[C:2]([N:31]5[CH2:36][CH2:35][O:34][CH2:33][CH2:32]5)=[CH:3][CH:4]=[CH:5][C:6]=34)[CH:16]=[CH:15][N:14]=2)[CH2:22][CH2:21][CH2:20][CH2:19]1. (4) Given the reactants [Cl:1][C:2]1[CH:3]=[C:4]2[C:9](=[CH:10][CH:11]=1)[N:8]=[CH:7][CH:6]=[C:5]2[CH2:12][N:13]1[C:21]([C:22]2[N:26]([CH3:27])[CH:25]=[C:24]([C:28]([OH:30])=O)[CH:23]=2)=[C:20]2[C:15]([N:16]([CH2:34][CH:35]3[CH2:37][CH2:36]3)[C:17](=[O:33])[N:18]([CH3:32])[C:19]2=[O:31])=[N:14]1.N.[C:39](P(=O)(OCC)OCC)#[N:40], predict the reaction product. The product is: [Cl:1][C:2]1[CH:3]=[C:4]2[C:9](=[CH:10][CH:11]=1)[N:8]=[CH:7][CH:6]=[C:5]2[CH2:12][N:13]1[C:21]([C:22]2[N:26]([CH3:27])[CH:25]=[C:24]([C:28]([NH:40][CH3:39])=[O:30])[CH:23]=2)=[C:20]2[C:15]([N:16]([CH2:34][CH:35]3[CH2:36][CH2:37]3)[C:17](=[O:33])[N:18]([CH3:32])[C:19]2=[O:31])=[N:14]1. (5) Given the reactants [C:1]([C:5]1[CH:10]=[C:9]([C:11]([CH3:13])=[CH2:12])[CH:8]=[CH:7][C:6]=1[N:14]1[CH2:19][CH2:18][N:17]([C:20](=[O:26])[C:21]([O:23][CH2:24][CH3:25])=[O:22])[CH2:16][CH2:15]1)([CH3:4])([CH3:3])[CH3:2], predict the reaction product. The product is: [C:1]([C:5]1[CH:10]=[C:9]([CH:11]([CH3:13])[CH3:12])[CH:8]=[CH:7][C:6]=1[N:14]1[CH2:19][CH2:18][N:17]([C:20](=[O:26])[C:21]([O:23][CH2:24][CH3:25])=[O:22])[CH2:16][CH2:15]1)([CH3:3])([CH3:4])[CH3:2]. (6) Given the reactants Br[C:2]1[CH:3]=[C:4]2[C:9](=[CH:10][CH:11]=1)[N:8]=[C:7]([CH3:12])[C:6]([C:13](=[O:18])[C:14]([F:17])([F:16])[F:15])=[C:5]2[C:19]1[CH:24]=[CH:23][CH:22]=[CH:21][CH:20]=1.[NH:25]1[CH2:29][CH2:28][CH:27]([OH:30])[CH2:26]1, predict the reaction product. The product is: [F:15][C:14]([F:17])([F:16])[C:13]([C:6]1[C:7]([CH3:12])=[N:8][C:9]2[C:4]([C:5]=1[C:19]1[CH:24]=[CH:23][CH:22]=[CH:21][CH:20]=1)=[CH:3][C:2]([N:25]1[CH2:29][CH2:28][CH:27]([OH:30])[CH2:26]1)=[CH:11][CH:10]=2)=[O:18]. (7) Given the reactants [Br:1][C:2]1[C:7]([O:8][CH3:9])=[CH:6][CH:5]=[C:4]([N+:10]([O-])=O)[N:3]=1.O.O.Cl[Sn]Cl.O.C([O-])(O)=O.[Na+], predict the reaction product. The product is: [Br:1][C:2]1[N:3]=[C:4]([NH2:10])[CH:5]=[CH:6][C:7]=1[O:8][CH3:9]. (8) Given the reactants Cl.Cl[CH2:3][C:4]1[C:9]([C:10]([F:13])([F:12])[F:11])=[CH:8][CH:7]=[CH:6][N:5]=1.BrCC1CCCCO1.[CH3:22][C:23]1[CH:24]=[C:25]2[C:29](=[CH:30][CH:31]=1)[NH:28][C:27](=[O:32])[C:26]12[C:44]2[C:35](=[CH:36][C:37]3[O:42][CH2:41][CH2:40][O:39][C:38]=3[CH:43]=2)[O:34][CH2:33]1, predict the reaction product. The product is: [CH3:22][C:23]1[CH:24]=[C:25]2[C:29](=[CH:30][CH:31]=1)[N:28]([CH2:3][C:4]1[C:9]([C:10]([F:13])([F:12])[F:11])=[CH:8][CH:7]=[CH:6][N:5]=1)[C:27](=[O:32])[C:26]12[C:44]2[C:35](=[CH:36][C:37]3[O:42][CH2:41][CH2:40][O:39][C:38]=3[CH:43]=2)[O:34][CH2:33]1. (9) Given the reactants Cl[CH2:2][C:3]1([CH3:9])[O:7][C:6](=[O:8])[NH:5][CH2:4]1.[N-:10]=[N+:11]=[N-:12].[Na+].O, predict the reaction product. The product is: [N:10]([CH2:2][C:3]1([CH3:9])[O:7][C:6](=[O:8])[NH:5][CH2:4]1)=[N+:11]=[N-:12]. (10) Given the reactants [CH3:1][CH:2]([NH:14][C:15]([NH:17][C:18]1[CH:19]=[C:20]([CH3:24])[CH:21]=[CH:22][CH:23]=1)=[O:16])[C:3](=O)[C:4]1[CH:5]=[CH:6][C:7]2[N:8]([N:10]=[CH:11][N:12]=2)[CH:9]=1.Cl, predict the reaction product. The product is: [N:12]1[CH:11]=[N:10][N:8]2[CH:9]=[C:4]([C:3]3[N:17]([C:18]4[CH:19]=[C:20]([CH3:24])[CH:21]=[CH:22][CH:23]=4)[C:15](=[O:16])[NH:14][C:2]=3[CH3:1])[CH:5]=[CH:6][C:7]=12.